From a dataset of NCI-60 drug combinations with 297,098 pairs across 59 cell lines. Regression. Given two drug SMILES strings and cell line genomic features, predict the synergy score measuring deviation from expected non-interaction effect. Drug 1: C1CC(=O)NC(=O)C1N2CC3=C(C2=O)C=CC=C3N. Drug 2: CCN(CC)CCNC(=O)C1=C(NC(=C1C)C=C2C3=C(C=CC(=C3)F)NC2=O)C. Cell line: HT29. Synergy scores: CSS=7.08, Synergy_ZIP=-0.508, Synergy_Bliss=0.644, Synergy_Loewe=1.67, Synergy_HSA=0.315.